From a dataset of Full USPTO retrosynthesis dataset with 1.9M reactions from patents (1976-2016). Predict the reactants needed to synthesize the given product. (1) Given the product [CH3:1][C:2]1[CH:3]=[C:4]([C@@H:19]([NH:21][C:22]2[CH:31]=[CH:30][CH:29]=[CH:28][C:23]=2[C:24]([OH:26])=[O:25])[CH3:20])[C:5]2[N:6]([CH:18]=1)[C:7](=[O:17])[CH:8]=[C:9]([N:11]1[CH2:16][CH2:15][O:14][CH2:13][CH2:12]1)[N:10]=2, predict the reactants needed to synthesize it. The reactants are: [CH3:1][C:2]1[CH:3]=[C:4]([C@@H:19]([NH:21][C:22]2[CH:31]=[CH:30][CH:29]=[CH:28][C:23]=2[C:24]([O:26]C)=[O:25])[CH3:20])[C:5]2[N:6]([CH:18]=1)[C:7](=[O:17])[CH:8]=[C:9]([N:11]1[CH2:16][CH2:15][O:14][CH2:13][CH2:12]1)[N:10]=2.CC1C=C([C@H](NC2C=CC=CC=2C(O)=O)C)C2N(C=1)C(=O)C=C(N1CCOCC1)N=2. (2) Given the product [F:40][C:34]1[C:35]([F:39])=[CH:36][CH:37]=[CH:38][C:33]=1[C:31]1[N:32]=[C:27]2[CH:26]=[N:25][N:24]([CH2:23][C:20]3[N:21]=[N:22][C:17]([C:6]4[CH:7]=[CH:8][C:3]([O:2][CH3:1])=[CH:4][C:5]=4[C:12]([F:15])([F:14])[F:13])=[CH:18][CH:19]=3)[CH:29]=[C:28]2[N:30]=1, predict the reactants needed to synthesize it. The reactants are: [CH3:1][O:2][C:3]1[CH:8]=[CH:7][C:6](B(O)O)=[C:5]([C:12]([F:15])([F:14])[F:13])[CH:4]=1.Cl[C:17]1[N:22]=[N:21][C:20]([CH2:23][N:24]2[CH:29]=[C:28]3[N:30]=[C:31]([C:33]4[CH:38]=[CH:37][CH:36]=[C:35]([F:39])[C:34]=4[F:40])[N:32]=[C:27]3[CH:26]=[N:25]2)=[CH:19][CH:18]=1.